This data is from Reaction yield outcomes from USPTO patents with 853,638 reactions. The task is: Predict the reaction yield, written as a fraction of the theoretical maximum amount of product (1.0 means a 100% yield; for example, 0.34 means a 34% yield). (1) The reactants are [CH2:1]([O:3][C:4](=[O:22])[C:5]1[CH:10]=[C:9]([CH:11]=[CH:12]N(C)C)[C:8]([N+:16]([O-])=O)=[CH:7][C:6]=1[N+:19]([O-])=O)[CH3:2]. The catalyst is CCO.[Ni]. The product is [CH2:1]([O:3][C:4]([C:5]1[CH:10]=[C:9]2[C:8](=[CH:7][C:6]=1[NH2:19])[NH:16][CH:12]=[CH:11]2)=[O:22])[CH3:2]. The yield is 0.300. (2) The reactants are [NH:1]1[CH2:4][CH:3]([C:5]([OH:7])=[O:6])[CH2:2]1.C([O-])([O-])=O.[Na+].[Na+].[CH3:14][N:15]([CH3:28])[C:16]([C:18]1[CH:19]=[C:20]([S:24](Cl)(=[O:26])=[O:25])[CH:21]=[CH:22][CH:23]=1)=[O:17]. The catalyst is C1COCC1. The product is [CH3:14][N:15]([CH3:28])[C:16]([C:18]1[CH:19]=[C:20]([S:24]([N:1]2[CH2:4][CH:3]([C:5]([OH:7])=[O:6])[CH2:2]2)(=[O:26])=[O:25])[CH:21]=[CH:22][CH:23]=1)=[O:17]. The yield is 0.830. (3) The reactants are [Cl:1][C:2]1[CH:3]=[C:4]2[O:8][C:7]([C:9]3[S:10][CH:11]=[CH:12][C:13]=3[Cl:14])=[N:6][C:5]2=[C:15]([C:17]([OH:19])=O)[CH:16]=1.Cl.Cl.[NH2:22][CH:23]1[CH2:30][CH:29]2[N:31]([CH3:32])[CH:25]([CH2:26][CH2:27][CH2:28]2)[CH2:24]1.Cl.C(N=C=NCCCN(C)C)C.ON1C2C=CC=CC=2N=N1.C(N(CC)CC)C. The catalyst is CN(C=O)C.ClCCl. The product is [CH3:32][N:31]1[CH:25]2[CH2:26][CH2:27][CH2:28][CH:29]1[CH2:30][CH:23]([NH:22][C:17]([C:15]1[CH:16]=[C:2]([Cl:1])[CH:3]=[C:4]3[O:8][C:7]([C:9]4[S:10][CH:11]=[CH:12][C:13]=4[Cl:14])=[N:6][C:5]=13)=[O:19])[CH2:24]2. The yield is 0.370. (4) The reactants are Cl.[CH3:2][C:3]1[N:4]=[C:5]([C:13]2[CH:18]=[CH:17][CH:16]=[CH:15][CH:14]=2)[N:6]2[C:11]=1[CH:10]=[N:9][C:8]([NH2:12])=[N:7]2.Br[C:20]1[CH:25]=[CH:24][C:23]([N:26]([CH3:30])[C:27]([NH2:29])=[O:28])=[CH:22][CH:21]=1.C(P(C(C)(C)C)C1C=CC=CC=1C1C=CC=CC=1)(C)(C)C.CC(C)([O-])C.[Na+]. The catalyst is O1CCOCC1.C1C=CC(/C=C/C(/C=C/C2C=CC=CC=2)=O)=CC=1.C1C=CC(/C=C/C(/C=C/C2C=CC=CC=2)=O)=CC=1.C1C=CC(/C=C/C(/C=C/C2C=CC=CC=2)=O)=CC=1.[Pd].[Pd]. The product is [CH3:30][N:26]([C:23]1[CH:24]=[CH:25][C:20]([NH:12][C:8]2[N:9]=[CH:10][C:11]3=[C:3]([CH3:2])[N:4]=[C:5]([C:13]4[CH:14]=[CH:15][CH:16]=[CH:17][CH:18]=4)[N:6]3[N:7]=2)=[CH:21][CH:22]=1)[C:27]([NH2:29])=[O:28]. The yield is 0.380.